Dataset: Catalyst prediction with 721,799 reactions and 888 catalyst types from USPTO. Task: Predict which catalyst facilitates the given reaction. (1) Reactant: [CH3:1][C:2]1[CH:6]=[C:5]([N:7]([C:17]([O:19][CH2:20][C:21]([Cl:24])([Cl:23])[Cl:22])=[O:18])[C@H:8]([C:13]([O:15][CH3:16])=[O:14])[CH2:9][CH:10]([CH3:12])[CH3:11])[S:4][N:3]=1.[Br:25]Br. Product: [Br:25][C:6]1[C:2]([CH3:1])=[N:3][S:4][C:5]=1[N:7]([C:17]([O:19][CH2:20][C:21]([Cl:23])([Cl:24])[Cl:22])=[O:18])[C@H:8]([C:13]([O:15][CH3:16])=[O:14])[CH2:9][CH:10]([CH3:12])[CH3:11]. The catalyst class is: 585. (2) Reactant: C[C:2](C)([O-:4])C.[K+].[Cl:7][CH2:8][C:9]([O:11][CH2:12][CH3:13])=[O:10].C(OCC)=O.Cl. Product: [Cl:7][CH:8]([CH:2]=[O:4])[C:9]([O:11][CH2:12][CH3:13])=[O:10]. The catalyst class is: 165. (3) Reactant: [NH:1]1[CH2:9][CH2:8][CH:4]([C:5]([NH2:7])=[O:6])[CH2:3][CH2:2]1.[Cl:10][C:11]1[CH:12]=[N:13][CH:14]=[C:15]([Cl:18])[C:16]=1Cl.C(N(CC)CC)C. Product: [Cl:10][C:11]1[CH:12]=[N:13][CH:14]=[C:15]([Cl:18])[C:16]=1[N:1]1[CH2:9][CH2:8][CH:4]([C:5]([NH2:7])=[O:6])[CH2:3][CH2:2]1. The catalyst class is: 37. (4) Reactant: [Cl:1][C:2]1[CH:7]=[CH:6][C:5]([NH:8][C:9]2[C:17]3[C:12](=[CH:13][N:14]=[CH:15][CH:16]=3)[S:11][C:10]=2[C:18]([O:20]CC)=O)=[CH:4][CH:3]=1.[NH3:23]. The catalyst class is: 5. Product: [Cl:1][C:2]1[CH:7]=[CH:6][C:5]([NH:8][C:9]2[C:17]3[C:12](=[CH:13][N:14]=[CH:15][CH:16]=3)[S:11][C:10]=2[C:18]([NH2:23])=[O:20])=[CH:4][CH:3]=1. (5) Reactant: [Cl:1][C:2]1[N:11]=[C:10](Cl)[C:9]2[C:4](=[CH:5][CH:6]=[CH:7][C:8]=2[C:13]2[CH:18]=[CH:17][CH:16]=[CH:15][CH:14]=2)[N:3]=1.C(N(CC)CC)C.[N:26]1[CH:31]=[CH:30][CH:29]=[CH:28][C:27]=1[CH2:32][NH2:33]. Product: [Cl:1][C:2]1[N:11]=[C:10]([NH:33][CH2:32][C:27]2[CH:28]=[CH:29][CH:30]=[CH:31][N:26]=2)[C:9]2[C:4](=[CH:5][CH:6]=[CH:7][C:8]=2[C:13]2[CH:18]=[CH:17][CH:16]=[CH:15][CH:14]=2)[N:3]=1. The catalyst class is: 1. (6) Reactant: [N+:1]([C:4]1[C:9]([OH:10])=[CH:8][CH:7]=[CH:6][C:5]=1[OH:11])([O-])=O. Product: [NH2:1][C:4]1[C:9]([OH:10])=[CH:8][CH:7]=[CH:6][C:5]=1[OH:11]. The catalyst class is: 63. (7) Reactant: [NH2:1][C:2]1[CH:3]=[N:4][CH:5]=[CH:6][CH:7]=1.[N+:8]([C:11]1[CH:16]=[CH:15][C:14]([S:17](Cl)(=[O:19])=[O:18])=[CH:13][CH:12]=1)([O-:10])=[O:9].C(N(CC)CC)C.CN(C1C=CC=CN=1)C. Product: [N+:8]([C:11]1[CH:12]=[CH:13][C:14]([S:17]([NH:1][C:2]2[CH:3]=[N:4][CH:5]=[CH:6][CH:7]=2)(=[O:19])=[O:18])=[CH:15][CH:16]=1)([O-:10])=[O:9]. The catalyst class is: 76. (8) Reactant: [CH:1]([NH:4][CH2:5][C@H:6]1[N:11]([C:12]([C:14]2[CH:18]=[C:17]([CH3:19])[N:16]([C:20]3[CH:25]=[CH:24][CH:23]=[CH:22][CH:21]=3)[C:15]=2[C:26]2[CH:31]=[CH:30][CH:29]=[CH:28][CH:27]=2)=[O:13])[CH2:10][CH2:9][N:8]([C:32]([O:34][C:35]([CH3:38])([CH3:37])[CH3:36])=[O:33])[CH2:7]1)([CH3:3])[CH3:2].C1COCC1.[N:44]([CH2:47][CH2:48][C:49]([O:51][CH2:52][CH3:53])=[O:50])=[C:45]=[O:46]. Product: [CH2:52]([O:51][C:49](=[O:50])[CH2:48][CH2:47][NH:44][C:45]([N:4]([CH2:5][C@H:6]1[N:11]([C:12]([C:14]2[CH:18]=[C:17]([CH3:19])[N:16]([C:20]3[CH:21]=[CH:22][CH:23]=[CH:24][CH:25]=3)[C:15]=2[C:26]2[CH:27]=[CH:28][CH:29]=[CH:30][CH:31]=2)=[O:13])[CH2:10][CH2:9][N:8]([C:32]([O:34][C:35]([CH3:36])([CH3:38])[CH3:37])=[O:33])[CH2:7]1)[CH:1]([CH3:3])[CH3:2])=[O:46])[CH3:53]. The catalyst class is: 850. (9) Reactant: [F:1][C:2]1[C:14]([F:15])=[C:13]([CH2:16][N:17]2[C:26](=[O:27])[C:25]([C:28](=[O:50])[NH:29][C:30]3[CH:35]=[CH:34][C:33]([C:36]([F:39])([F:38])[F:37])=[CH:32][C:31]=3[C:40]3[CH:45]=[C:44]([C:46]([F:49])([F:48])[F:47])[N:43]=[CH:42][N:41]=3)=[C:24]([OH:51])[C:19]3([CH2:23][CH2:22][CH2:21][CH2:20]3)[N:18]2[CH3:52])[CH:12]=[CH:11][C:3]=1[O:4][CH2:5][CH2:6][CH2:7][C:8]([O-:10])=O.[CH3:53][NH:54][CH2:55][C@H:56]([OH:65])[C@@H:57]([OH:64])[C@H:58]([OH:63])[C@H:59]([OH:62])[CH2:60][OH:61].CN(C(ON1N=NC2C=CC=NC1=2)=[N+](C)C)C.F[P-](F)(F)(F)(F)F.C(N(C(C)C)C(C)C)C. Product: [F:15][C:14]1[C:2]([F:1])=[C:3]([O:4][CH2:5][CH2:6][CH2:7][C:8]([N:54]([CH3:53])[CH2:55][C@H:56]([OH:65])[C@@H:57]([OH:64])[C@H:58]([OH:63])[C@H:59]([OH:62])[CH2:60][OH:61])=[O:10])[CH:11]=[CH:12][C:13]=1[CH2:16][N:17]1[C:26](=[O:27])[C:25]([C:28]([NH:29][C:30]2[CH:35]=[CH:34][C:33]([C:36]([F:38])([F:39])[F:37])=[CH:32][C:31]=2[C:40]2[CH:45]=[C:44]([C:46]([F:49])([F:48])[F:47])[N:43]=[CH:42][N:41]=2)=[O:50])=[C:24]([OH:51])[C:19]2([CH2:23][CH2:22][CH2:21][CH2:20]2)[N:18]1[CH3:52]. The catalyst class is: 35. (10) Reactant: [CH:1]1([C:4]2[N:8]([C:9]3[CH:14]=[CH:13][C:12]([NH:15][C:16](=[O:29])[CH:17]([C:19]4[CH:20]=[C:21]5[C:26](=[CH:27][CH:28]=4)[N:25]=[CH:24][CH:23]=[CH:22]5)[CH3:18])=[CH:11][CH:10]=3)[N:7]=[C:6]([C:30]([F:33])([F:32])[F:31])[CH:5]=2)[CH2:3][CH2:2]1.[ClH:34]. Product: [ClH:34].[CH:1]1([C:4]2[N:8]([C:9]3[CH:10]=[CH:11][C:12]([NH:15][C:16](=[O:29])[CH:17]([C:19]4[CH:20]=[C:21]5[C:26](=[CH:27][CH:28]=4)[N:25]=[CH:24][CH:23]=[CH:22]5)[CH3:18])=[CH:13][CH:14]=3)[N:7]=[C:6]([C:30]([F:32])([F:31])[F:33])[CH:5]=2)[CH2:3][CH2:2]1. The catalyst class is: 165.